Task: Predict the reactants needed to synthesize the given product.. Dataset: Full USPTO retrosynthesis dataset with 1.9M reactions from patents (1976-2016) (1) Given the product [F:14][C:15]1[CH:24]=[CH:23][C:18]([C:19]2[N:21]=[C:9]([C:8]3[CH:12]=[CH:13][C:5]([CH2:1][CH:2]([CH3:4])[CH3:3])=[CH:6][CH:7]=3)[O:10][N:20]=2)=[CH:17][CH:16]=1, predict the reactants needed to synthesize it. The reactants are: [CH2:1]([C:5]1[CH:13]=[CH:12][C:8]([C:9](Cl)=[O:10])=[CH:7][CH:6]=1)[CH:2]([CH3:4])[CH3:3].[F:14][C:15]1[CH:24]=[CH:23][C:18]([C:19](=[N:21]O)[NH2:20])=[CH:17][CH:16]=1. (2) Given the product [CH3:1][C:2]1[CH:7]=[CH:6][C:5]([S:8][C:9]2[CH:10]=[CH:11][CH:12]=[CH:13][CH:14]=2)=[C:4]([NH2:15])[CH:3]=1, predict the reactants needed to synthesize it. The reactants are: [CH3:1][C:2]1[CH:7]=[CH:6][C:5]([S:8][C:9]2[CH:14]=[CH:13][CH:12]=[CH:11][CH:10]=2)=[C:4]([N+:15]([O-])=O)[CH:3]=1.Cl[Sn]Cl. (3) The reactants are: [OH:1][CH:2]1[CH2:7][CH2:6][N:5]([C:8]([O:10][C:11]([CH3:14])([CH3:13])[CH3:12])=[O:9])[CH2:4][CH2:3]1.[Cl:15][C:16]1[N:21]=[C:20](Cl)[CH:19]=[CH:18][N:17]=1.C(=O)([O-])[O-].[Cs+].[Cs+]. Given the product [Cl:15][C:16]1[N:21]=[C:20]([O:1][CH:2]2[CH2:3][CH2:4][N:5]([C:8]([O:10][C:11]([CH3:14])([CH3:13])[CH3:12])=[O:9])[CH2:6][CH2:7]2)[CH:19]=[CH:18][N:17]=1, predict the reactants needed to synthesize it. (4) Given the product [CH:15]1[C:11]2[C:5]3[CH:6]=[CH:7][CH:8]=[CH:9][C:10]=3[C:26](=[O:25])[NH:19][C:12]=2[O:13][CH:14]=1, predict the reactants needed to synthesize it. The reactants are: S(Cl)(Cl)=O.[C:5]1([C:11]2[CH:15]=[CH:14][O:13][C:12]=2C(O)=O)[CH:10]=[CH:9][CH:8]=[CH:7][CH:6]=1.[N-:19]=[N+]=[N-].[Na+].C([O:25][CH2:26]C)C. (5) Given the product [C:1]([O:5][C:6]([N:8]1[CH2:13][CH2:12][N:11]2[C:14]([CH2:18][CH3:19])=[N:15][CH:16]=[C:10]2[CH:9]1[CH2:20][CH2:21][C:22]1[CH:27]=[CH:26][C:25]([C:28]([F:30])([F:31])[F:29])=[C:24]([Cl:32])[CH:23]=1)=[O:7])([CH3:2])([CH3:3])[CH3:4], predict the reactants needed to synthesize it. The reactants are: [C:1]([O:5][C:6]([N:8]1[CH2:13][CH2:12][N:11]2[C:14]([CH2:18][CH3:19])=[N:15][C:16](I)=[C:10]2[CH:9]1[CH2:20][CH2:21][C:22]1[CH:27]=[CH:26][C:25]([C:28]([F:31])([F:30])[F:29])=[C:24]([Cl:32])[CH:23]=1)=[O:7])([CH3:4])([CH3:3])[CH3:2].C([Mg]Br)C.C1COCC1. (6) Given the product [N:1]([CH2:4][CH:5]1[NH:10][C:9]2[C:11]([C:17]3[CH:22]=[CH:21][CH:20]=[CH:19][CH:18]=3)=[CH:12][C:13]([Cl:15])=[CH:14][C:8]=2[O:7][CH2:6]1)=[N+:2]=[N-:3], predict the reactants needed to synthesize it. The reactants are: [N:1]([CH2:4][CH:5]1[NH:10][C:9]2[C:11](Br)=[CH:12][C:13]([Cl:15])=[CH:14][C:8]=2[O:7][CH2:6]1)=[N+:2]=[N-:3].[C:17]1(B(O)O)[CH:22]=[CH:21][CH:20]=[CH:19][CH:18]=1. (7) Given the product [C:24]([O:23][C:21](=[O:22])[C@@H:20]([NH:28][C:29]([O:31][C:32]([CH3:35])([CH3:34])[CH3:33])=[O:30])[CH2:19][CH2:18][C:17]([C:46]([O:48][C:49]([CH3:50])([CH3:51])[CH3:52])=[O:47])([CH2:16][CH2:15][C:12]1[CH:13]=[CH:14][C:9]([OH:8])=[CH:10][CH:11]=1)[C:36]([OH:38])=[O:37])([CH3:25])([CH3:26])[CH3:27], predict the reactants needed to synthesize it. The reactants are: C([O:8][C:9]1[CH:14]=[CH:13][C:12]([CH2:15][CH2:16][C:17]([C:46]([O:48][C:49]([CH3:52])([CH3:51])[CH3:50])=[O:47])([C:36]([O:38]CC2C=CC=CC=2)=[O:37])[CH2:18][CH2:19][C@H:20]([NH:28][C:29]([O:31][C:32]([CH3:35])([CH3:34])[CH3:33])=[O:30])[C:21]([O:23][C:24]([CH3:27])([CH3:26])[CH3:25])=[O:22])=[CH:11][CH:10]=1)C1C=CC=CC=1. (8) Given the product [C:1]([O:5][C:6](=[O:16])[NH:7][C@H:8]1[CH2:11][C@H:10]([CH2:12][NH2:13])[CH2:9]1)([CH3:4])([CH3:2])[CH3:3], predict the reactants needed to synthesize it. The reactants are: [C:1]([O:5][C:6](=[O:16])[NH:7][C@H:8]1[CH2:11][C@H:10]([CH2:12][N:13]=[N+]=[N-])[CH2:9]1)([CH3:4])([CH3:3])[CH3:2]. (9) Given the product [O:1]1[C:5]2[CH:6]=[CH:7][CH:8]=[CH:9][C:4]=2[CH2:3][CH:2]1[CH:10]1[C:22]2[NH:21][C:20]3[C:15](=[CH:16][CH:17]=[CH:18][CH:19]=3)[C:14]=2[CH2:13][CH2:12][N:11]1[C:24]1[N:29]=[CH:28][C:27]([C:30]2[CH:35]=[CH:34][CH:33]=[CH:32][N:31]=2)=[CH:26][N:25]=1, predict the reactants needed to synthesize it. The reactants are: [O:1]1[C:5]2[CH:6]=[CH:7][CH:8]=[CH:9][C:4]=2[CH2:3][CH:2]1[CH:10]1[C:22]2[NH:21][C:20]3[C:15](=[CH:16][CH:17]=[CH:18][CH:19]=3)[C:14]=2[CH2:13][CH2:12][NH:11]1.Cl[C:24]1[N:29]=[CH:28][C:27]([C:30]2[CH:35]=[CH:34][CH:33]=[CH:32][N:31]=2)=[CH:26][N:25]=1.C(N(CC)C(C)C)(C)C.